This data is from Full USPTO retrosynthesis dataset with 1.9M reactions from patents (1976-2016). The task is: Predict the reactants needed to synthesize the given product. (1) Given the product [CH2:8]([O:10][C:11]1[CH:34]=[CH:33][C:14]([O:15][CH2:16][CH:17]2[CH2:22][CH2:21][CH:20]([CH:23]3[CH2:29][O:28][C:26](=[O:27])[CH2:25][CH2:24]3)[CH2:19][CH2:18]2)=[C:13]([F:35])[C:12]=1[F:36])[CH3:9], predict the reactants needed to synthesize it. The reactants are: C(O)C.C([BH3-])#N.[Na+].[CH2:8]([O:10][C:11]1[CH:34]=[CH:33][C:14]([O:15][CH2:16][CH:17]2[CH2:22][CH2:21][CH:20]([CH:23](C=O)[CH2:24][CH2:25][C:26]([O:28][CH2:29]C)=[O:27])[CH2:19][CH2:18]2)=[C:13]([F:35])[C:12]=1[F:36])[CH3:9].Cl. (2) Given the product [CH3:25][O:12][C:9]1([O:23][CH3:20])[CH2:8][CH2:7][C:6]2[CH:1]=[CH:2][CH:3]=[CH:4][C:5]=2[CH2:11][C:10]1=[N:13][OH:14], predict the reactants needed to synthesize it. The reactants are: [CH:1]1[C:6]2[CH2:7][CH2:8][C:9](=[O:12])[CH2:10][CH2:11][C:5]=2[CH:4]=[CH:3][CH:2]=1.[N:13](OCCCC)=[O:14].[C:20](=[O:23])([O-])O.[Na+].[CH3:25]O. (3) Given the product [CH3:17][C:15]1[O:16][C:12]2[C:13](=[C:8]([C:6]([OH:7])=[O:5])[CH:9]=[CH:10][CH:11]=2)[N:14]=1, predict the reactants needed to synthesize it. The reactants are: [OH-].[K+].C([O:5][C:6]([C:8]1[CH:9]=[CH:10][CH:11]=[C:12]2[O:16][C:15]([CH3:17])=[N:14][C:13]=12)=[O:7])C.Cl.